Regression. Given a peptide amino acid sequence and an MHC pseudo amino acid sequence, predict their binding affinity value. This is MHC class II binding data. From a dataset of Peptide-MHC class II binding affinity with 134,281 pairs from IEDB. (1) The peptide sequence is AFCVAATAANAAPAN. The MHC is HLA-DPA10103-DPB10301 with pseudo-sequence HLA-DPA10103-DPB10301. The binding affinity (normalized) is 0.395. (2) The peptide sequence is PLYRYLGGSFSHVL. The MHC is HLA-DQA10501-DQB10201 with pseudo-sequence HLA-DQA10501-DQB10201. The binding affinity (normalized) is 0.227. (3) The peptide sequence is YEAFVLHFSEALRII. The MHC is HLA-DPA10201-DPB10101 with pseudo-sequence HLA-DPA10201-DPB10101. The binding affinity (normalized) is 0.852. (4) The peptide sequence is GELQIVDKIDAAFKM. The MHC is DRB4_0101 with pseudo-sequence DRB4_0103. The binding affinity (normalized) is 0.434. (5) The peptide sequence is PAEARKVCYNAVLTH. The MHC is DRB1_0101 with pseudo-sequence DRB1_0101. The binding affinity (normalized) is 0.181.